This data is from Catalyst prediction with 721,799 reactions and 888 catalyst types from USPTO. The task is: Predict which catalyst facilitates the given reaction. (1) Reactant: [CH3:1][O:2][CH2:3][C@@H:4]1[CH2:8][N:7]([C:9]([O:11][C:12]([CH3:15])([CH3:14])[CH3:13])=[O:10])[C@H:6]([C:16]([O:18]C)=[O:17])[CH2:5]1.[OH-].[Li+].O. The catalyst class is: 36. Product: [C:12]([O:11][C:9]([N:7]1[CH2:8][C@@H:4]([CH2:3][O:2][CH3:1])[CH2:5][C@H:6]1[C:16]([OH:18])=[O:17])=[O:10])([CH3:15])([CH3:13])[CH3:14]. (2) Reactant: Br[CH2:2][C:3]1[CH:8]=[CH:7][C:6]([C:9]2[CH:14]=[CH:13][CH:12]=[CH:11][C:10]=2[CH:15]=[O:16])=[CH:5][CH:4]=1.[CH2:17]([C:20]1[NH:21][C:22]2[C:28]([CH3:29])=[CH:27][C:26]([C:30]3[N:34]([CH3:35])C4C=CC=CC=4N=3)=[CH:25][C:23]=2[N:24]=1)[CH2:18][CH3:19].CC([O-])(C)C.[K+].[CH3:46][N:47](C)[C:48](=O)C. Product: [CH2:17]([C:20]1[N:24]([CH2:2][C:3]2[CH:8]=[CH:7][C:6]([C:9]3[C:10]([CH:15]=[O:16])=[CH:11][CH:12]=[CH:13][CH:14]=3)=[CH:5][CH:4]=2)[C:23]2[CH:25]=[C:26]([C:30]3[N:34]=[CH:35][N:47]([CH3:48])[CH:46]=3)[CH:27]=[C:28]([CH3:29])[C:22]=2[N:21]=1)[CH2:18][CH3:19]. The catalyst class is: 6. (3) Reactant: Br[C:2]1[CH:7]=[CH:6][C:5]([C:8]2[CH:9]=[C:10]([C:20]([O:22]CC)=[O:21])[C:11]3[CH:16]=[N:15][N:14]([CH:17]([CH3:19])[CH3:18])[C:12]=3[N:13]=2)=[CH:4][CH:3]=1.CC1(C)C(C)(C)OB([C:33]2[CH:34]=[N:35][NH:36][CH:37]=2)O1.C(=O)([O-])[O-].[Na+].[Na+]. Product: [CH3:19][CH:17]([N:14]1[C:12]2[N:13]=[C:8]([C:5]3[CH:6]=[CH:7][C:2]([C:33]4[CH:34]=[N:35][NH:36][CH:37]=4)=[CH:3][CH:4]=3)[CH:9]=[C:10]([C:20]([OH:22])=[O:21])[C:11]=2[CH:16]=[N:15]1)[CH3:18]. The catalyst class is: 12. (4) Reactant: C([BH-](CC)CC)C.[Li+].[F:9][C:10]1[CH:15]=[C:14]([F:16])[C:13]([CH2:17][NH:18][CH2:19][C:20]([F:23])([F:22])[F:21])=[CH:12][C:11]=1[C@:24]12[CH2:33][O:32][C@@H:31]([CH2:34]F)[CH2:30][C@H:29]1[CH2:28][S:27][C:26]([NH:36][C:37](=[O:44])[C:38]1[CH:43]=[CH:42][CH:41]=[CH:40][CH:39]=1)=[N:25]2. Product: [F:9][C:10]1[CH:15]=[C:14]([F:16])[C:13]([CH2:17][NH:18][CH2:19][C:20]([F:23])([F:22])[F:21])=[CH:12][C:11]=1[C@:24]12[CH2:33][O:32][C@@H:31]([CH3:34])[CH2:30][C@H:29]1[CH2:28][S:27][C:26]([NH:36][C:37](=[O:44])[C:38]1[CH:39]=[CH:40][CH:41]=[CH:42][CH:43]=1)=[N:25]2. The catalyst class is: 217. (5) Reactant: [F-].C([N+](CCCC)(CCCC)CCCC)CCC.[F:19][C:20]([F:44])([F:43])[C:21]1[CH:22]=[C:23]([C:31](=[O:42])[C:32]2[CH:37]=[CH:36][C:35]([N+:38]([O-:40])=[O:39])=[C:34]([CH3:41])[CH:33]=2)[CH:24]=[C:25]([C:27]([F:30])([F:29])[F:28])[CH:26]=1.[F:45][C:46]([Si](C)(C)C)([F:48])[F:47]. Product: [F:19][C:20]([F:43])([F:44])[C:21]1[CH:22]=[C:23]([C:31]([C:32]2[CH:37]=[CH:36][C:35]([N+:38]([O-:40])=[O:39])=[C:34]([CH3:41])[CH:33]=2)([OH:42])[C:46]([F:48])([F:47])[F:45])[CH:24]=[C:25]([C:27]([F:28])([F:30])[F:29])[CH:26]=1. The catalyst class is: 54. (6) The catalyst class is: 44. Reactant: [NH2:1][C:2]1[CH:9]=[CH:8][C:5]([C:6]#[N:7])=[CH:4][C:3]=1[N+:10]([O-:12])=[O:11].Br[CH2:14][CH:15]=[CH2:16].C(=O)([O-])[O-].[K+].[K+].O. Product: [CH2:16]([NH:1][C:2]1[CH:9]=[CH:8][C:5]([C:6]#[N:7])=[CH:4][C:3]=1[N+:10]([O-:12])=[O:11])[CH:15]=[CH2:14].